Dataset: CYP3A4 inhibition data for predicting drug metabolism from PubChem BioAssay. Task: Regression/Classification. Given a drug SMILES string, predict its absorption, distribution, metabolism, or excretion properties. Task type varies by dataset: regression for continuous measurements (e.g., permeability, clearance, half-life) or binary classification for categorical outcomes (e.g., BBB penetration, CYP inhibition). Dataset: cyp3a4_veith. The drug is COc1ccccc1NC(=O)CCN1C(=O)C2CC=C(Cl)CC2C1=O. The result is 1 (inhibitor).